This data is from Forward reaction prediction with 1.9M reactions from USPTO patents (1976-2016). The task is: Predict the product of the given reaction. (1) Given the reactants [OH:1][N:2]=[C:3]([C:14]#[N:15])[C:4]1[CH:9]=[CH:8][C:7]([O:10][CH3:11])=[C:6]([O:12][CH3:13])[CH:5]=1.[CH2:16]([S:24](Cl)(=[O:26])=[O:25])[CH2:17][CH2:18][CH2:19][CH2:20][CH2:21][CH2:22][CH3:23].C(N(CC)CC)C, predict the reaction product. The product is: [CH2:16]([S:24]([O:1][N:2]=[C:3]([C:14]#[N:15])[C:4]1[CH:9]=[CH:8][C:7]([O:10][CH3:11])=[C:6]([O:12][CH3:13])[CH:5]=1)(=[O:26])=[O:25])[CH2:17][CH2:18][CH2:19][CH2:20][CH2:21][CH2:22][CH3:23]. (2) Given the reactants OS(O)(=O)=O.[OH:6][CH2:7][C:8]1[O:12][N:11]=[C:10]([C:13]([O:15][CH2:16][CH3:17])=[O:14])[CH:9]=1.CC([OH:21])C.C(OCC)(=O)C, predict the reaction product. The product is: [CH2:16]([O:15][C:13]([C:10]1[CH:9]=[C:8]([C:7]([OH:21])=[O:6])[O:12][N:11]=1)=[O:14])[CH3:17].